From a dataset of NCI-60 drug combinations with 297,098 pairs across 59 cell lines. Regression. Given two drug SMILES strings and cell line genomic features, predict the synergy score measuring deviation from expected non-interaction effect. (1) Drug 1: CC1=C2C(C(=O)C3(C(CC4C(C3C(C(C2(C)C)(CC1OC(=O)C(C(C5=CC=CC=C5)NC(=O)OC(C)(C)C)O)O)OC(=O)C6=CC=CC=C6)(CO4)OC(=O)C)O)C)O. Drug 2: C1CN1C2=NC(=NC(=N2)N3CC3)N4CC4. Cell line: M14. Synergy scores: CSS=26.4, Synergy_ZIP=-1.81, Synergy_Bliss=2.26, Synergy_Loewe=1.05, Synergy_HSA=2.43. (2) Drug 1: C1CCC(C1)C(CC#N)N2C=C(C=N2)C3=C4C=CNC4=NC=N3. Drug 2: CCC1(C2=C(COC1=O)C(=O)N3CC4=CC5=C(C=CC(=C5CN(C)C)O)N=C4C3=C2)O.Cl. Cell line: BT-549. Synergy scores: CSS=11.4, Synergy_ZIP=-6.56, Synergy_Bliss=-0.209, Synergy_Loewe=-25.6, Synergy_HSA=-2.94. (3) Drug 1: CN(C)C1=NC(=NC(=N1)N(C)C)N(C)C. Drug 2: C(CC(=O)O)C(=O)CN.Cl. Cell line: HCT-15. Synergy scores: CSS=-6.86, Synergy_ZIP=0.944, Synergy_Bliss=-3.33, Synergy_Loewe=-7.04, Synergy_HSA=-6.82. (4) Drug 1: COC1=NC(=NC2=C1N=CN2C3C(C(C(O3)CO)O)O)N. Drug 2: C1=NC(=NC(=O)N1C2C(C(C(O2)CO)O)O)N. Cell line: MDA-MB-435. Synergy scores: CSS=38.5, Synergy_ZIP=3.34, Synergy_Bliss=5.01, Synergy_Loewe=-26.3, Synergy_HSA=1.38. (5) Drug 1: CC1CCC2CC(C(=CC=CC=CC(CC(C(=O)C(C(C(=CC(C(=O)CC(OC(=O)C3CCCCN3C(=O)C(=O)C1(O2)O)C(C)CC4CCC(C(C4)OC)O)C)C)O)OC)C)C)C)OC. Drug 2: C#CCC(CC1=CN=C2C(=N1)C(=NC(=N2)N)N)C3=CC=C(C=C3)C(=O)NC(CCC(=O)O)C(=O)O. Cell line: CCRF-CEM. Synergy scores: CSS=67.7, Synergy_ZIP=5.41, Synergy_Bliss=4.53, Synergy_Loewe=-4.67, Synergy_HSA=4.65. (6) Drug 1: C1=CN(C=N1)CC(O)(P(=O)(O)O)P(=O)(O)O. Drug 2: C1CCC(C(C1)N)N.C(=O)(C(=O)[O-])[O-].[Pt+4]. Cell line: SF-539. Synergy scores: CSS=15.5, Synergy_ZIP=-6.89, Synergy_Bliss=-0.566, Synergy_Loewe=-6.89, Synergy_HSA=-0.122. (7) Drug 1: C1=CC=C(C=C1)NC(=O)CCCCCCC(=O)NO. Drug 2: C(=O)(N)NO. Cell line: MALME-3M. Synergy scores: CSS=18.1, Synergy_ZIP=-5.41, Synergy_Bliss=-1.24, Synergy_Loewe=-23.6, Synergy_HSA=-0.788. (8) Drug 1: C1CCC(C1)C(CC#N)N2C=C(C=N2)C3=C4C=CNC4=NC=N3. Drug 2: C1=CC=C(C=C1)NC(=O)CCCCCCC(=O)NO. Cell line: T-47D. Synergy scores: CSS=-9.11, Synergy_ZIP=-0.0692, Synergy_Bliss=-7.82, Synergy_Loewe=-15.6, Synergy_HSA=-12.8. (9) Drug 1: CC1C(C(=O)NC(C(=O)N2CCCC2C(=O)N(CC(=O)N(C(C(=O)O1)C(C)C)C)C)C(C)C)NC(=O)C3=C4C(=C(C=C3)C)OC5=C(C(=O)C(=C(C5=N4)C(=O)NC6C(OC(=O)C(N(C(=O)CN(C(=O)C7CCCN7C(=O)C(NC6=O)C(C)C)C)C)C(C)C)C)N)C. Drug 2: CCC1(C2=C(COC1=O)C(=O)N3CC4=CC5=C(C=CC(=C5CN(C)C)O)N=C4C3=C2)O.Cl. Cell line: OVCAR-8. Synergy scores: CSS=29.0, Synergy_ZIP=-7.75, Synergy_Bliss=-6.24, Synergy_Loewe=-3.40, Synergy_HSA=-0.278.